From a dataset of Catalyst prediction with 721,799 reactions and 888 catalyst types from USPTO. Predict which catalyst facilitates the given reaction. Reactant: [Br:1][C:2]1[CH:7]=[C:6]([F:8])[C:5]([F:9])=[CH:4][C:3]=1[CH2:10][OH:11].C(N(CC)CC)C.CS(C)=O.N1C=CC=CC=1.S(=O)(=O)=O. Product: [Br:1][C:2]1[CH:7]=[C:6]([F:8])[C:5]([F:9])=[CH:4][C:3]=1[CH:10]=[O:11]. The catalyst class is: 4.